This data is from Experimentally validated miRNA-target interactions with 360,000+ pairs, plus equal number of negative samples. The task is: Binary Classification. Given a miRNA mature sequence and a target amino acid sequence, predict their likelihood of interaction. (1) The miRNA is rno-miR-24-3p with sequence UGGCUCAGUUCAGCAGGAACAG. The protein sequence of the target gene is MDYRRLLMSRVVPGQFDDADSSDSENRDLKTVKEKDDILFEDLQDNVNENGEGEIEDEEEEGYDDDDDDWDWDEGVGKLAKGYVWNGGSNPQANRQTSDSSSAKMSTPADKVLRKFENKINLDKLNVTDSVINKVTEKSRQKEADMYRIKDKADRATVEQVLDPRTRMILFKMLTRGIITEINGCISTGKEANVYHASTANGESRAIKIYKTSILVFKDRDKYVSGEFRFRHGYCKGNPRKMVKTWAEKEMRNLIRLNTAEIPCPEPIMLRSHVLVMSFIGKDDMPAPLLKNVQLSESKA.... Result: 0 (no interaction). (2) The miRNA is cel-miR-246-3p with sequence UUACAUGUUUCGGGUAGGAGC. The protein sequence of the target gene is MMNQSQRMAPVGSDKELSDLLDFSMMFPLPVANGKSRPASLGGTQFAGSGLEDRPSSGSWGSSDQNSSSFDPSRTYSEGAHFSDSHSSLPPSTFLGAGLGGKGSERNAYATFGRDTSVGTLSQAGFLPGELSLSSPGPLSPSGIKSSSQYYPSFPSNPRRRAADGGLDTQPKKVRKVPPGLPSSVYPPSSGDSYSRDAAAYPSAKTPSSAYPSPFYVADGSLHPSAELWSTPSQVGFGPMLGDGSSPLPLAPGSSSVGSGTFGGLQQQDRMGYQLHGSEVNGSLPAVSSFSAAPGTYSGT.... Result: 0 (no interaction). (3) The miRNA is mmu-miR-3473a with sequence UGGAGAGAUGGCUCAGCA. The protein sequence of the target gene is MGDMTNSDFYSKNQRNESSHGGEFGCTMEELRSLMELRGTEAVVKIKETYGDTEAICRRLKTSPVEGLPGTAPDLEKRKQIFGQNFIPPKKPKTFLQLVWEALQDVTLIILEIAAIISLGLSFYHPPGESNEGCATAQGGAEDEGEAEAGWIEGAAILLSVICVVLVTAFNDWSKEKQFRGLQSRIEQEQKFTVVRAGQVVQIPVAEIVVGDIAQIKYGDLLPADGLFIQGNDLKIDESSLTGESDQVRKSVDKDPMLLSGTHVMEGSGRMVVTAVGVNSQTGIIFTLLGAGGEEEEKKD.... Result: 1 (interaction). (4) The miRNA is hsa-miR-6779-5p with sequence CUGGGAGGGGCUGGGUUUGGC. The protein sequence of the target gene is MTLTKGSFTYSSGEEYRGEWKEGRRHGFGQLMFADGGTYLGHFENGLFNGFGVLTFSDGSRYEGEFAQGKFNGVGVFIRYDNMTFEGEFKNGRVDGFGLLTFPDGSHGIPRNEGLFENNKLLRREKCSAIVQRAQSASKSARNLTA. Result: 1 (interaction). (5) The miRNA is mmu-miR-29b-1-5p with sequence GCUGGUUUCAUAUGGUGGUUUA. Result: 0 (no interaction). The protein sequence of the target gene is MAKATTIKEALSRWEEKTGQKPSDAKEIKLYAQIPPIEKMDASLSTLGNCEKLSLSTNCIEKIANLNGLKNLRILSLGRNNIKNLNGLEAVGETLEELWISYNFIEKLKGIHVMKKLKILYMSNNLVKDWAEFLKLAELPCLEDLVFVGNPLEEKHSAEGNWIDEATKRVPKLKKLDGTPVIKEDEEEES. (6) The miRNA is mmu-miR-297a-5p with sequence AUGUAUGUGUGCAUGUGCAUGU. The protein sequence of the target gene is MSVGFIGAGQLAFALAKGFTAAGVLAAHKIMASSPDMDQATVSALRKIGVNLTPHNKETVRHSDVLFLAVKPHIIPFILDEIGANIEDRHIVVSCAAGVTINSIEKKLTAFQPAPKVIRCMTNTPVVVREGVTVYATGTHAQVEDGRLVEQLMGSVGFCTEVEEDLIDAVTGLSGSGPAYAFTALDALADGGVKMGLPRRLAVRLGAQALLGAAKMLLDSEQHPSQLKDNVCSPGGATIHALHVLESGGFRSLLINAVEASCIRTRELQTMADQETISPAAIKKTVLDKVKLDSSAGASL.... Result: 0 (no interaction). (7) The miRNA is hsa-miR-1200 with sequence CUCCUGAGCCAUUCUGAGCCUC. The protein sequence of the target gene is MSLFGTTSGFGTSGTSMFGSATTDNHNPMKDIEVTSSPDDSIGCLSFSPPTLPGNFLIAGSWANDVRCWEVQDSGQTIPKAQQMHTGPVLDVCWSDDGSKVFTASCDKTAKMWDLSSNQAIQIAQHDAPVKTIHWIKAPNYSCVMTGSWDKTLKFWDTRSSNPMMVLQLPERCYCADVIYPMAVVATAERGLIVYQLENQPSEFRRIESPLKHQHRCVAIFKDKQNKPTGFALGSIEGRVAIHYINPPNPAKDNFTFKCHRSNGTNTSAPQDIYAVNGIAFHPVHGTLATVGSDGRFSFW.... Result: 0 (no interaction).